From a dataset of Reaction yield outcomes from USPTO patents with 853,638 reactions. Predict the reaction yield, written as a fraction of the theoretical maximum amount of product (1.0 means a 100% yield; for example, 0.34 means a 34% yield). (1) The reactants are [Cl:1][C:2]1[C:3]([O:15][CH:16]([C:21]2[CH:22]=[N:23][CH:24]=[CH:25][CH:26]=2)[C:17]([F:20])([F:19])[F:18])=[N:4][C:5]2[C:10]([N:11]=1)=[CH:9][C:8]([N+:12]([O-])=O)=[CH:7][CH:6]=2.[Cl-].[NH4+]. The catalyst is C(O)C.O.[Fe]. The product is [Cl:1][C:2]1[C:3]([O:15][CH:16]([C:21]2[CH:22]=[N:23][CH:24]=[CH:25][CH:26]=2)[C:17]([F:19])([F:20])[F:18])=[N:4][C:5]2[C:10]([N:11]=1)=[CH:9][C:8]([NH2:12])=[CH:7][CH:6]=2. The yield is 0.620. (2) The reactants are [CH:1]1([N:6]2[C:14]3[CH:13]=[C:12]([CH:15]=O)[CH:11]=[C:10]([C:17]([NH:19][CH2:20][C:21]4[C:22](=[O:29])[NH:23][C:24]([CH3:28])=[CH:25][C:26]=4[CH3:27])=[O:18])[C:9]=3[CH:8]=[N:7]2)[CH2:5][CH2:4][CH2:3][CH2:2]1.C(O)(=O)C.[CH3:34][N:35]1[CH2:40][CH2:39][NH:38][CH2:37][CH2:36]1.[BH3-]C#N.[Na+]. The catalyst is CO. The product is [CH:1]1([N:6]2[C:14]3[CH:13]=[C:12]([CH2:15][N:38]4[CH2:39][CH2:40][N:35]([CH3:34])[CH2:36][CH2:37]4)[CH:11]=[C:10]([C:17]([NH:19][CH2:20][C:21]4[C:22](=[O:29])[NH:23][C:24]([CH3:28])=[CH:25][C:26]=4[CH3:27])=[O:18])[C:9]=3[CH:8]=[N:7]2)[CH2:5][CH2:4][CH2:3][CH2:2]1. The yield is 0.288. (3) The reactants are [C:1]([O:4][CH2:5][C:6]1[C:11]([N:12]2[CH2:17][CH2:16][C:15]3[C:18]4[CH2:24][CH2:23][CH2:22][CH2:21][C:19]=4[S:20][C:14]=3[C:13]2=[O:25])=[CH:10][C:9]([F:26])=[CH:8][C:7]=1Br)(=[O:3])[CH3:2].[B:28]1([B:28]2[O:32][C:31]([CH3:34])([CH3:33])[C:30]([CH3:36])([CH3:35])[O:29]2)[O:32][C:31]([CH3:34])([CH3:33])[C:30]([CH3:36])([CH3:35])[O:29]1.CC(O[K])=O. The catalyst is O1CCOCC1.C1C=CC(P(C2C=CC=CC=2)[C-]2C=CC=C2)=CC=1.C1C=CC(P(C2C=CC=CC=2)[C-]2C=CC=C2)=CC=1.Cl[Pd]Cl.[Fe+2]. The product is [C:1]([O:4][CH2:5][C:6]1[C:11]([N:12]2[CH2:17][CH2:16][C:15]3[C:18]4[CH2:24][CH2:23][CH2:22][CH2:21][C:19]=4[S:20][C:14]=3[C:13]2=[O:25])=[CH:10][C:9]([F:26])=[CH:8][C:7]=1[B:28]1[O:32][C:31]([CH3:34])([CH3:33])[C:30]([CH3:36])([CH3:35])[O:29]1)(=[O:3])[CH3:2]. The yield is 0.760. (4) The reactants are [CH3:1][C:2]1[N:3]=[C:4]([CH2:10][N:11]([CH:17]2[C:26]3[N:25]=[CH:24][CH:23]=[CH:22][C:21]=3[CH2:20][CH2:19][CH2:18]2)[CH2:12][CH2:13][CH2:14][CH2:15][NH2:16])[N:5](CCC)[CH:6]=1.[C:27]([OH:30])(=O)[CH3:28].[BrH:31]. No catalyst specified. The product is [BrH:31].[NH:5]1[C:6]2[CH:12]=[CH:13][CH:14]=[CH:1][C:2]=2[N:3]=[C:4]1[CH2:10][N:11]([CH:17]1[C:26]2[N:25]=[CH:24][CH:23]=[CH:22][C:21]=2[CH2:20][CH2:19][CH2:18]1)[CH2:12][CH2:13][CH2:14][CH2:15][NH:16][C:27](=[O:30])[C:28]1[CH:1]=[C:2]([Br:31])[CH:6]=[N:5][CH:4]=1. The yield is 0.780. (5) The reactants are [F:1][C:2]1[CH:7]=[CH:6][C:5]([C:8]2[C:12]([C:13](O)=[O:14])=[CH:11][O:10][N:9]=2)=[CH:4][CH:3]=1.C(N(CC)CC)C.C(OC(Cl)=O)C.[BH4-].[Na+]. The catalyst is C1COCC1.O.[OH-].[Na+]. The product is [F:1][C:2]1[CH:3]=[CH:4][C:5]([C:8]2[C:12]([CH2:13][OH:14])=[CH:11][O:10][N:9]=2)=[CH:6][CH:7]=1. The yield is 0.540. (6) The reactants are [NH2:1][C:2]1[C:3]([F:11])=[C:4]([CH:8]=[CH:9][CH:10]=1)[C:5]([OH:7])=[O:6].CCN(C(C)C)C(C)C.Br[CH2:22][CH2:23][O:24][CH2:25][CH2:26][Br:27].[CH3:28][CH2:29][O:30][C:31]([CH3:33])=O. The catalyst is CN(C=O)C. The product is [F:11][C:3]1[C:2]([N:1]2[CH2:33][CH2:31][O:30][CH2:29][CH2:28]2)=[CH:10][CH:9]=[CH:8][C:4]=1[C:5]([O:7][CH2:22][CH2:23][O:24][CH2:25][CH2:26][Br:27])=[O:6]. The yield is 0.380. (7) The reactants are [N+:1]([C:4]1[S:8][C:7]([C:9]2[O:10][C:11]3[CH:12]=[N:13][CH:14]=[CH:15][C:16]=3[N:17]=2)=[CH:6][CH:5]=1)([O-])=O.[NH4+].[Cl-].O. The catalyst is [Fe].CO. The product is [N:17]1[C:16]2[CH:15]=[CH:14][N:13]=[CH:12][C:11]=2[O:10][C:9]=1[C:7]1[S:8][C:4]([NH2:1])=[CH:5][CH:6]=1. The yield is 0.350.